Task: Predict the reactants needed to synthesize the given product.. Dataset: Full USPTO retrosynthesis dataset with 1.9M reactions from patents (1976-2016) Given the product [OH:16][CH:13]1[CH:14]([OH:15])[CH:9]([O:8][CH:6]2[CH:5]([OH:20])[CH:4]([OH:21])[CH:3]([OH:22])[CH:2]([CH2:1][OH:23])[O:7]2)[CH:10]([CH2:18][OH:19])[O:11][CH:12]1[NH:36][NH:35][C:25]([CH2:26][CH2:27][CH2:28][CH2:29][C:30]([NH:32][NH2:33])=[O:31])=[O:34], predict the reactants needed to synthesize it. The reactants are: [CH2:1]([OH:23])[C@H:2]1[O:7][C@@H:6]([O:8][C@H:9]2[C@H:14]([OH:15])[C@@H:13]([OH:16])[C@@H:12](O)[O:11][C@@H:10]2[CH2:18][OH:19])[C@H:5]([OH:20])[C@@H:4]([OH:21])[C@H:3]1[OH:22].O.[C:25]([NH:35][NH2:36])(=[O:34])[CH2:26][CH2:27][CH2:28][CH2:29][C:30]([NH:32][NH2:33])=[O:31].C(#N)C.